This data is from Reaction yield outcomes from USPTO patents with 853,638 reactions. The task is: Predict the reaction yield, written as a fraction of the theoretical maximum amount of product (1.0 means a 100% yield; for example, 0.34 means a 34% yield). (1) The reactants are [F:1][C:2]1[CH:7]=[CH:6][C:5]([N+:8]([O-:10])=[O:9])=[CH:4][C:3]=1[S:11](Cl)(=[O:13])=[O:12].Cl.CN.C[CH2:19][N:20](CC)CC.Cl. The catalyst is C1COCC1.O. The product is [F:1][C:2]1[CH:7]=[CH:6][C:5]([N+:8]([O-:10])=[O:9])=[CH:4][C:3]=1[S:11]([NH:20][CH3:19])(=[O:13])=[O:12]. The yield is 0.930. (2) The reactants are [CH2:1]([O:8][CH2:9][C@@H:10]1[O:15][CH2:14][CH2:13][NH:12][CH2:11]1)[C:2]1[CH:7]=[CH:6][CH:5]=[CH:4][CH:3]=1.C([O-])([O-])=O.[K+].[K+].[CH3:22][C:23]([O:26][C:27](O[C:27]([O:26][C:23]([CH3:25])([CH3:24])[CH3:22])=[O:28])=[O:28])([CH3:25])[CH3:24]. The catalyst is CC(C)=O.O. The product is [CH2:1]([O:8][CH2:9][C@@H:10]1[O:15][CH2:14][CH2:13][N:12]([C:27]([O:26][C:23]([CH3:25])([CH3:24])[CH3:22])=[O:28])[CH2:11]1)[C:2]1[CH:3]=[CH:4][CH:5]=[CH:6][CH:7]=1. The yield is 0.440. (3) The reactants are [Cl:1][C:2]1[CH:7]=[CH:6][C:5]([N:8]2[CH:12]=[C:11]([C:13]#[N:14])[N:10]=[N:9]2)=[C:4]([C:15]2[CH:20]=[C:19]([O:21]C)[N:18]=[CH:17][N:16]=2)[CH:3]=1.[Si](I)(C)(C)C.[O-]S([O-])(=S)=O.[Na+].[Na+].C([O-])(O)=O.[Na+]. The catalyst is C(#N)C. The product is [Cl:1][C:2]1[CH:7]=[CH:6][C:5]([N:8]2[CH:12]=[C:11]([C:13]#[N:14])[N:10]=[N:9]2)=[C:4]([C:15]2[CH:20]=[C:19]([OH:21])[N:18]=[CH:17][N:16]=2)[CH:3]=1. The yield is 0.690. (4) The reactants are C([O-])([O-])=O.[K+].[K+].[Br:7][C:8]1[N:12]([CH3:13])[C:11]([CH:14]=O)=[N:10][CH:9]=1.Cl.[NH2:17][OH:18]. The catalyst is CCO. The product is [Br:7][C:8]1[N:12]([CH3:13])[C:11](/[CH:14]=[N:17]/[OH:18])=[N:10][CH:9]=1. The yield is 0.940.